Dataset: NCI-60 drug combinations with 297,098 pairs across 59 cell lines. Task: Regression. Given two drug SMILES strings and cell line genomic features, predict the synergy score measuring deviation from expected non-interaction effect. (1) Drug 1: C1C(C(OC1N2C=C(C(=O)NC2=O)F)CO)O. Drug 2: C1=CN(C=N1)CC(O)(P(=O)(O)O)P(=O)(O)O. Cell line: SK-OV-3. Synergy scores: CSS=0.530, Synergy_ZIP=-3.19, Synergy_Bliss=-3.63, Synergy_Loewe=-14.1, Synergy_HSA=-2.95. (2) Drug 1: CC1C(C(CC(O1)OC2CC(CC3=C2C(=C4C(=C3O)C(=O)C5=C(C4=O)C(=CC=C5)OC)O)(C(=O)CO)O)N)O.Cl. Drug 2: C1=C(C(=O)NC(=O)N1)F. Cell line: UO-31. Synergy scores: CSS=29.2, Synergy_ZIP=1.53, Synergy_Bliss=1.42, Synergy_Loewe=1.16, Synergy_HSA=1.60. (3) Cell line: COLO 205. Drug 2: C1CN(P(=O)(OC1)NCCCl)CCCl. Drug 1: CCCCC(=O)OCC(=O)C1(CC(C2=C(C1)C(=C3C(=C2O)C(=O)C4=C(C3=O)C=CC=C4OC)O)OC5CC(C(C(O5)C)O)NC(=O)C(F)(F)F)O. Synergy scores: CSS=58.2, Synergy_ZIP=-1.35, Synergy_Bliss=-4.05, Synergy_Loewe=-32.6, Synergy_HSA=-1.80. (4) Drug 1: CC1=CC=C(C=C1)C2=CC(=NN2C3=CC=C(C=C3)S(=O)(=O)N)C(F)(F)F. Drug 2: CS(=O)(=O)CCNCC1=CC=C(O1)C2=CC3=C(C=C2)N=CN=C3NC4=CC(=C(C=C4)OCC5=CC(=CC=C5)F)Cl. Cell line: SF-539. Synergy scores: CSS=-2.15, Synergy_ZIP=-0.352, Synergy_Bliss=-2.71, Synergy_Loewe=-6.62, Synergy_HSA=-6.26. (5) Drug 1: CC1=C2C(C(=O)C3(C(CC4C(C3C(C(C2(C)C)(CC1OC(=O)C(C(C5=CC=CC=C5)NC(=O)C6=CC=CC=C6)O)O)OC(=O)C7=CC=CC=C7)(CO4)OC(=O)C)O)C)OC(=O)C. Drug 2: CC1C(C(CC(O1)OC2CC(CC3=C2C(=C4C(=C3O)C(=O)C5=CC=CC=C5C4=O)O)(C(=O)C)O)N)O. Cell line: K-562. Synergy scores: CSS=40.8, Synergy_ZIP=-5.17, Synergy_Bliss=-6.98, Synergy_Loewe=-2.75, Synergy_HSA=-1.35. (6) Drug 1: C1=CC(=CC=C1CC(C(=O)O)N)N(CCCl)CCCl.Cl. Drug 2: CN(CCCl)CCCl.Cl. Cell line: HCC-2998. Synergy scores: CSS=13.3, Synergy_ZIP=-5.57, Synergy_Bliss=-3.42, Synergy_Loewe=-9.50, Synergy_HSA=-5.81. (7) Drug 1: C(=O)(N)NO. Drug 2: C1C(C(OC1N2C=NC3=C2NC=NCC3O)CO)O. Cell line: A549. Synergy scores: CSS=4.25, Synergy_ZIP=-3.15, Synergy_Bliss=-1.08, Synergy_Loewe=-0.217, Synergy_HSA=-0.139.